From a dataset of Reaction yield outcomes from USPTO patents with 853,638 reactions. Predict the reaction yield, written as a fraction of the theoretical maximum amount of product (1.0 means a 100% yield; for example, 0.34 means a 34% yield). (1) The reactants are [C:1](N1C=CN=C1)(N1C=CN=C1)=[O:2].[NH2:13][C:14]1[CH:19]=[CH:18][C:17]([C:20]([F:23])([F:22])[F:21])=[CH:16][C:15]=1[NH:24][CH:25]1[CH2:30][CH2:29][N:28]([C:31]([O:33][CH2:34][CH3:35])=[O:32])[CH2:27][CH2:26]1. The catalyst is C(#N)C. The product is [O:2]=[C:1]1[N:24]([CH:25]2[CH2:30][CH2:29][N:28]([C:31]([O:33][CH2:34][CH3:35])=[O:32])[CH2:27][CH2:26]2)[C:15]2[CH:16]=[C:17]([C:20]([F:22])([F:23])[F:21])[CH:18]=[CH:19][C:14]=2[NH:13]1. The yield is 0.990. (2) The reactants are [CH:1]1(/[C:6](/[N:10]2[CH:14]=[C:13]([C:15]3[C:16]4[CH:23]=[CH:22][N:21]([CH2:24]OCC[Si](C)(C)C)[C:17]=4[N:18]=[CH:19][N:20]=3)[CH:12]=[N:11]2)=[CH:7]/[C:8]#[N:9])[CH2:5][CH2:4][CH2:3][CH2:2]1.[CH:32]1([CH:37]=CC#N)[CH2:36]CC[CH2:33]1.CS(C)=O.[C:45](=[O:48])([O-])[O-:46].[K+].[K+]. No catalyst specified. The product is [C:45]([O:46][CH2:24][N:21]1[C:17]2[N:18]=[CH:19][N:20]=[C:15]([C:13]3[CH:12]=[N:11][N:10]([CH:6]([CH:1]4[CH2:5][CH2:4][CH2:3][CH2:2]4)[CH2:7][C:8]#[N:9])[CH:14]=3)[C:16]=2[CH:23]=[CH:22]1)(=[O:48])[C:32]([CH3:37])([CH3:36])[CH3:33]. The yield is 0.820. (3) The reactants are [C:1]([C:5]1[CH:9]=[C:8]([NH:10][C:11]([NH:13][C@@H:14]2[C:23]3[C:18](=[CH:19][CH:20]=[CH:21][CH:22]=3)[C@H:17]([O:24][C:25]3[CH:26]=[CH:27][C:28]4[N:29]([C:31]([N:34]5[C@H:39]([CH3:40])[CH2:38][CH2:37][CH2:36][C@@H:35]5[CH3:41])=[N:32][N:33]=4)[CH:30]=3)[CH2:16][CH2:15]2)=[O:12])[N:7]([C:42]2[CH:43]=[C:44]([CH:51]=[CH:52][CH:53]=2)[CH2:45][O:46]S(C)(=O)=O)[N:6]=1)([CH3:4])([CH3:3])[CH3:2].[NH:54]1[CH2:58][CH2:57][CH2:56][CH2:55]1.C1C[O:62]CC1. No catalyst specified. The product is [CH:45]([OH:46])=[O:62].[C:1]([C:5]1[CH:9]=[C:8]([NH:10][C:11]([NH:13][C@@H:14]2[C:23]3[C:18](=[CH:19][CH:20]=[CH:21][CH:22]=3)[C@H:17]([O:24][C:25]3[CH:26]=[CH:27][C:28]4[N:29]([C:31]([N:34]5[C@H:35]([CH3:41])[CH2:36][CH2:37][CH2:38][C@@H:39]5[CH3:40])=[N:32][N:33]=4)[CH:30]=3)[CH2:16][CH2:15]2)=[O:12])[N:7]([C:42]2[CH:53]=[CH:52][CH:51]=[C:44]([CH2:45][N:54]3[CH2:58][CH2:57][CH2:56][CH2:55]3)[CH:43]=2)[N:6]=1)([CH3:2])([CH3:4])[CH3:3]. The yield is 0.240.